From a dataset of Forward reaction prediction with 1.9M reactions from USPTO patents (1976-2016). Predict the product of the given reaction. (1) Given the reactants [CH:1]([C:3]1[C:4]2[N:5]([CH:24]=[CH:25][N:26]=2)[C:6]([C:17]2[CH:22]=[CH:21][C:20]([CH3:23])=[CH:19][CH:18]=2)=[C:7]([C:9]2[CH:16]=[CH:15][C:12]([C:13]#[N:14])=[CH:11][CH:10]=2)[N:8]=1)=[O:2].[BH4-].[Na+], predict the reaction product. The product is: [OH:2][CH2:1][C:3]1[C:4]2[N:5]([CH:24]=[CH:25][N:26]=2)[C:6]([C:17]2[CH:22]=[CH:21][C:20]([CH3:23])=[CH:19][CH:18]=2)=[C:7]([C:9]2[CH:10]=[CH:11][C:12]([C:13]#[N:14])=[CH:15][CH:16]=2)[N:8]=1. (2) Given the reactants C[O:2][C:3](=[O:22])[C:4]1[CH:9]=[C:8]([S:10]([CH3:13])(=[O:12])=[O:11])[CH:7]=[C:6]([NH:14][C:15]([O:17][C:18]([CH3:21])([CH3:20])[CH3:19])=[O:16])[CH:5]=1.[OH-].[Na+], predict the reaction product. The product is: [C:18]([O:17][C:15]([NH:14][C:6]1[CH:5]=[C:4]([CH:9]=[C:8]([S:10]([CH3:13])(=[O:12])=[O:11])[CH:7]=1)[C:3]([OH:22])=[O:2])=[O:16])([CH3:21])([CH3:20])[CH3:19]. (3) Given the reactants [Cl:1][C:2]1[CH:7]=[CH:6][N:5]=[C:4]([C:8](O)=[O:9])[CH:3]=1.[NH2:11][C:12]1[N:17]=[C:16]([C:18]([O:20][CH3:21])=[O:19])[CH:15]=[CH:14][CH:13]=1.CN1CCOCC1, predict the reaction product. The product is: [CH3:21][O:20][C:18]([C:16]1[CH:15]=[CH:14][CH:13]=[C:12]([NH:11][C:8]([C:4]2[CH:3]=[C:2]([Cl:1])[CH:7]=[CH:6][N:5]=2)=[O:9])[N:17]=1)=[O:19].